From a dataset of Forward reaction prediction with 1.9M reactions from USPTO patents (1976-2016). Predict the product of the given reaction. (1) Given the reactants O.[ClH:2].C(N(CC)CC[O:8]C1C=CC(C(N2CC(=CC3C=CC=CC=3)C(=O)C(=CC3C=CC=CC=3)C2)=O)=CC=1)C.[CH2:40]([N:42]([CH2:45][CH2:46][O:47][C:48]1[CH:53]=[CH:52][C:51]([C:54](N2CC(=CC3C=CC=CC=3)C(=O)C(=CC3C=CC=CC=3)C2)=[O:55])=[CH:50][CH:49]=1)[CH2:43][CH3:44])[CH3:41].Cl.[S:78]1[CH:82]=[CH:81][CH:80]=[C:79]1[CH:83]=[C:84]1[C:89](=[O:90])[C:88](=[CH:91][C:92]2[S:93][CH:94]=[CH:95][CH:96]=2)[CH2:87][NH:86][CH2:85]1, predict the reaction product. The product is: [ClH:2].[OH2:8].[ClH:2].[CH2:43]([N:42]([CH2:40][CH3:41])[CH2:45][CH2:46][O:47][C:48]1[CH:49]=[CH:50][C:51]([C:54]([N:86]2[CH2:85][C:84](=[CH:83][C:79]3[S:78][CH:82]=[CH:81][CH:80]=3)[C:89](=[O:90])[C:88](=[CH:91][C:92]3[S:93][CH:94]=[CH:95][CH:96]=3)[CH2:87]2)=[O:55])=[CH:52][CH:53]=1)[CH3:44]. (2) Given the reactants C(C1OC[C@H](C(C)(C)C)N=1)C1OC[C@H](C(C)(C)C)N=1.[CH3:20][O:21][C:22]1[CH:27]=[CH:26][C:25]([C:28]([C:52]2[CH:57]=[CH:56][C:55]([O:58][CH3:59])=[CH:54][CH:53]=2)([C:46]2[CH:51]=[CH:50][CH:49]=[CH:48][CH:47]=2)[O:29][CH2:30][C@H:31]2[O:35][C@@H:34]([N:36]3[CH:43]=[CH:42][C:40](=[O:41])[NH:39][C:37]3=[O:38])[C@H:33]([OH:44])[C@@H:32]2[OH:45])=[CH:24][CH:23]=1.[C:60]1([N:66]=[C:67]=[O:68])[CH:65]=[CH:64][CH:63]=[CH:62][CH:61]=1.COC1C=CC(C(C2C=CC(OC)=CC=2)(C2C=CC=CC=2)OC[C@H]2O[C@@H](N3C=CC(=O)NC3=O)[C@H](OC(=O)NC3C=CC=CC=3)[C@@H]2O)=CC=1, predict the reaction product. The product is: [CH3:20][O:21][C:22]1[CH:23]=[CH:24][C:25]([C:28]([C:52]2[CH:53]=[CH:54][C:55]([O:58][CH3:59])=[CH:56][CH:57]=2)([C:46]2[CH:51]=[CH:50][CH:49]=[CH:48][CH:47]=2)[O:29][CH2:30][C@H:31]2[O:35][C@@H:34]([N:36]3[CH:43]=[CH:42][C:40](=[O:41])[NH:39][C:37]3=[O:38])[C@H:33]([OH:44])[C@@H:32]2[O:45][C:67](=[O:68])[NH:66][C:60]2[CH:65]=[CH:64][CH:63]=[CH:62][CH:61]=2)=[CH:26][CH:27]=1. (3) Given the reactants OC[CH2:3][C:4]1[CH:9]=[CH:8][C:7]([O:10][C:11](=[O:20])[N:12]([CH3:19])[C:13]2[CH:18]=[CH:17][CH:16]=[CH:15][CH:14]=2)=[CH:6][CH:5]=1.[OH:21][C:22]1[CH:27]=[CH:26][CH:25]=[CH:24][N:23]=1.N1C=CC=CC=1OCCC1C=CC(OC(=O)N(C)C2C=CC=CC=2)=CC=1, predict the reaction product. The product is: [O:21]=[C:22]1[CH:27]=[CH:26][CH:25]=[CH:24][N:23]1[CH2:3][C:4]1[CH:5]=[CH:6][C:7]([O:10][C:11](=[O:20])[N:12]([CH3:19])[C:13]2[CH:14]=[CH:15][CH:16]=[CH:17][CH:18]=2)=[CH:8][CH:9]=1. (4) Given the reactants [F:1][C:2]1[CH:13]=[CH:12][C:5]([CH2:6][CH:7]([CH3:11])[C:8]([OH:10])=O)=[CH:4][CH:3]=1, predict the reaction product. The product is: [F:1][C:2]1[CH:3]=[C:4]2[C:5]([CH2:6][CH:7]([CH3:11])[C:8]2=[O:10])=[CH:12][CH:13]=1. (5) Given the reactants Cl[C:2]1[CH:7]=[C:6]([C:8]2[CH:9]=[C:10]([C:14](=[O:16])[CH3:15])[CH:11]=[CH:12][CH:13]=2)[CH:5]=[CH:4][N:3]=1.[C:17]([NH2:25])(=[O:24])[C:18]1[CH:23]=[CH:22][CH:21]=[CH:20][CH:19]=1.CC1(C)C2C(=C(P(C3C=CC=CC=3)C3C=CC=CC=3)C=CC=2)OC2C(P(C3C=CC=CC=3)C3C=CC=CC=3)=CC=CC1=2.C([O-])([O-])=O.[K+].[K+], predict the reaction product. The product is: [C:14]([C:10]1[CH:9]=[C:8]([C:6]2[CH:5]=[CH:4][N:3]=[C:2]([NH:25][C:17](=[O:24])[C:18]3[CH:23]=[CH:22][CH:21]=[CH:20][CH:19]=3)[CH:7]=2)[CH:13]=[CH:12][CH:11]=1)(=[O:16])[CH3:15]. (6) Given the reactants [F:1][C:2]1[CH:7]=[CH:6][C:5]([F:8])=[CH:4][C:3]=1[CH:9]1[CH2:13][CH2:12][CH2:11][N:10]1[C:14]1[CH:15]=[CH:16][C:17]([NH2:20])=[N:18][CH:19]=1.[CH3:21]N(C(OC)OC)C.Br[CH2:30][C:31]([C:33]1[CH:38]=[CH:37][C:36]([F:39])=[CH:35][CH:34]=1)=[O:32].CO, predict the reaction product. The product is: [F:1][C:2]1[CH:7]=[CH:6][C:5]([F:8])=[CH:4][C:3]=1[CH:9]1[CH2:13][CH2:12][CH2:11][N:10]1[C:14]1[CH:15]=[CH:16][C:17]2[N:18]([C:30]([C:31]([C:33]3[CH:38]=[CH:37][C:36]([F:39])=[CH:35][CH:34]=3)=[O:32])=[CH:21][N:20]=2)[CH:19]=1. (7) Given the reactants I[C:2]1[CH:7]=[CH:6][C:5]([NH:8][S:9]([C:12]2[CH:17]=[CH:16][CH:15]=[CH:14][CH:13]=2)(=[O:11])=[O:10])=[CH:4][CH:3]=1.[B:18]1([B:18]2[O:22][C:21]([CH3:24])([CH3:23])[C:20]([CH3:26])([CH3:25])[O:19]2)[O:22][C:21]([CH3:24])([CH3:23])[C:20]([CH3:26])([CH3:25])[O:19]1.C([O-])(=O)C.[K+].CN(C)C=O, predict the reaction product. The product is: [CH3:25][C:20]1([CH3:26])[C:21]([CH3:24])([CH3:23])[O:22][B:18]([C:2]2[CH:7]=[CH:6][C:5]([NH:8][S:9]([C:12]3[CH:17]=[CH:16][CH:15]=[CH:14][CH:13]=3)(=[O:11])=[O:10])=[CH:4][CH:3]=2)[O:19]1.